Dataset: Catalyst prediction with 721,799 reactions and 888 catalyst types from USPTO. Task: Predict which catalyst facilitates the given reaction. (1) Reactant: [C:1](N1C=CN=C1)(N1C=CN=C1)=[O:2].[Si:13]([O:20][C:21]1[CH:26]=[CH:25][C:24]([CH2:27][CH:28]([NH:30][CH2:31][C@@H:32]([C:34]2[CH:45]=[CH:44][C:37]3[O:38][C:39]([CH3:43])([CH3:42])[O:40][CH2:41][C:36]=3[CH:35]=2)[OH:33])[CH3:29])=[CH:23][CH:22]=1)([C:16]([CH3:19])([CH3:18])[CH3:17])([CH3:15])[CH3:14]. Product: [Si:13]([O:20][C:21]1[CH:22]=[CH:23][C:24]([CH2:27][C@@H:28]([N:30]2[CH2:31][C@@H:32]([C:34]3[CH:45]=[CH:44][C:37]4[O:38][C:39]([CH3:43])([CH3:42])[O:40][CH2:41][C:36]=4[CH:35]=3)[O:33][C:1]2=[O:2])[CH3:29])=[CH:25][CH:26]=1)([C:16]([CH3:17])([CH3:18])[CH3:19])([CH3:14])[CH3:15]. The catalyst class is: 1. (2) Reactant: [N:1]1([C:5]([CH:7]2[CH2:12][CH2:11][N:10](C(OC(C)(C)C)=O)[CH2:9][CH2:8]2)=[O:6])[CH2:4][CH2:3][CH2:2]1.FC(F)(F)C(O)=O. Product: [N:1]1([C:5]([CH:7]2[CH2:12][CH2:11][NH:10][CH2:9][CH2:8]2)=[O:6])[CH2:2][CH2:3][CH2:4]1. The catalyst class is: 2. (3) Reactant: [I-].C(OC([NH:9][C:10]([CH3:20])([CH3:19])[CH2:11][N+:12]1([CH3:18])[CH2:17][CH2:16][O:15][CH2:14][CH2:13]1)=O)(C)(C)C.[ClH:21]. Product: [Cl-:21].[NH2:9][C:10]([CH3:20])([CH3:19])[CH2:11][N+:12]1([CH3:18])[CH2:13][CH2:14][O:15][CH2:16][CH2:17]1. The catalyst class is: 71. (4) The catalyst class is: 1. Reactant: [C:1]([C:3]1[CH:12]=[CH:11][C:6]([C:7]([O:9][CH3:10])=[O:8])=[C:5]([N+:13]([O-:15])=[O:14])[CH:4]=1)#[N:2].CO.[ClH:18]. Product: [Cl-:18].[N+:13]([C:5]1[CH:4]=[C:3]([CH:12]=[CH:11][C:6]=1[C:7]([O:9][CH3:10])=[O:8])[CH2:1][NH3+:2])([O-:15])=[O:14]. (5) Reactant: Br[CH2:2][C:3]([C:5]1[C:10](=[O:11])[NH:9][C:8]([CH3:12])=[C:7]([C:13]([O:15][CH2:16][CH3:17])=[O:14])[CH:6]=1)=O.[C:18]([S:22]([CH2:25][C:26]([NH2:28])=[S:27])(=[O:24])=[O:23])([CH3:21])([CH3:20])[CH3:19]. Product: [C:18]([S:22]([CH2:25][C:26]1[S:27][CH:2]=[C:3]([C:5]2[C:10](=[O:11])[NH:9][C:8]([CH3:12])=[C:7]([C:13]([O:15][CH2:16][CH3:17])=[O:14])[CH:6]=2)[N:28]=1)(=[O:24])=[O:23])([CH3:21])([CH3:19])[CH3:20]. The catalyst class is: 14. (6) The catalyst class is: 1. Reactant: [Br:1][C:2]1[CH:3]=[C:4]([O:10][CH:11]([CH3:13])[CH3:12])[C:5]([CH3:9])=[N+:6]([O-])[CH:7]=1.FC(F)(F)C(OC(=O)C(F)(F)F)=[O:17]. Product: [Br:1][C:2]1[CH:3]=[C:4]([O:10][CH:11]([CH3:13])[CH3:12])[C:5]([CH2:9][OH:17])=[N:6][CH:7]=1.